This data is from Catalyst prediction with 721,799 reactions and 888 catalyst types from USPTO. The task is: Predict which catalyst facilitates the given reaction. (1) Reactant: [CH3:1][C:2]1[N:6]([C:7]2[CH:12]=[CH:11][C:10]([O:13][CH2:14][CH2:15][CH2:16][CH2:17][CH2:18][CH2:19][CH2:20][CH3:21])=[CH:9][CH:8]=2)[C:5]([C:22]2[CH:27]=[CH:26][C:25]([OH:28])=[CH:24][CH:23]=2)=[CH:4][CH:3]=1.O[C@@H:30]([CH2:36][C:37]1[CH:42]=[CH:41][CH:40]=[CH:39][CH:38]=1)[C:31]([O:33][CH2:34][CH3:35])=[O:32].C1(P(C2C=CC=CC=2)C2C=CC=CC=2)C=CC=CC=1.N(C(N1CCCCC1)=O)=NC(N1CCCCC1)=O. Product: [CH3:1][C:2]1[N:6]([C:7]2[CH:8]=[CH:9][C:10]([O:13][CH2:14][CH2:15][CH2:16][CH2:17][CH2:18][CH2:19][CH2:20][CH3:21])=[CH:11][CH:12]=2)[C:5]([C:22]2[CH:23]=[CH:24][C:25]([O:28][C@H:30]([CH2:36][C:37]3[CH:38]=[CH:39][CH:40]=[CH:41][CH:42]=3)[C:31]([O:33][CH2:34][CH3:35])=[O:32])=[CH:26][CH:27]=2)=[CH:4][CH:3]=1. The catalyst class is: 93. (2) Reactant: Cl.[O:2]=[C:3]1[C:11]2([CH2:16][CH2:15][C:14](=[O:17])[CH2:13][CH2:12]2)[C:10]2[C:5](=[CH:6][CH:7]=[CH:8][CH:9]=2)[N:4]1[CH2:18][C:19]([O:21]C(C)(C)C)=[O:20]. Product: [O:2]=[C:3]1[C:11]2([CH2:12][CH2:13][C:14](=[O:17])[CH2:15][CH2:16]2)[C:10]2[C:5](=[CH:6][CH:7]=[CH:8][CH:9]=2)[N:4]1[CH2:18][C:19]([OH:21])=[O:20]. The catalyst class is: 25. (3) Reactant: C(O)(=O)C.[CH:5]1([O:11][C:12]2[CH:17]=[CH:16][C:15](/[CH:18]=[CH:19]/[N+:20]([O-:22])=[O:21])=[CH:14][CH:13]=2)[CH2:10][CH2:9][CH2:8][CH2:7][CH2:6]1.[BH4-].[Na+]. Product: [CH:5]1([O:11][C:12]2[CH:13]=[CH:14][C:15]([CH2:18][CH2:19][N+:20]([O-:22])=[O:21])=[CH:16][CH:17]=2)[CH2:6][CH2:7][CH2:8][CH2:9][CH2:10]1. The catalyst class is: 16. (4) Reactant: S(Cl)([Cl:3])=O.[C:5]([OH:18])(=O)[CH2:6][CH2:7][CH2:8][CH2:9][CH2:10][CH2:11][CH2:12][CH2:13][CH2:14][CH2:15][CH3:16]. Product: [C:5]([Cl:3])(=[O:18])[CH2:6][CH2:7][CH2:8][CH2:9][CH2:10][CH2:11][CH2:12][CH2:13][CH2:14][CH2:15][CH3:16]. The catalyst class is: 6. (5) Reactant: Br[C:2]1[CH:3]=[C:4]2[C:9](=[CH:10][CH:11]=1)[C:8](=[O:12])[NH:7][N:6]=[C:5]2[Cl:13].CC1OC(C2C=CC=CC=2)=C([NH:26]C)C=1.C1C=CC(P([C:41]2C([C:45]3[C:46](P(C4C=CC=CC=4)C4C=CC=CC=4)=[CH:47][CH:48]=[C:49]4[C:44]=3[CH:43]=[CH:42][CH:41]=C4)=[C:49]3[C:44]([CH:45]=[CH:46][CH:47]=[CH:48]3)=[CH:43][CH:42]=2)C2C=CC=CC=2)=CC=1.C[C:75]([O-:78])([CH3:77])[CH3:76].[Na+]. Product: [Cl:13][C:5]1[C:4]2[C:9](=[CH:10][CH:11]=[C:2]([NH:26][CH2:41][C:42]3[CH:76]=[C:75]([CH3:77])[O:78][C:43]=3[C:44]3[CH:49]=[CH:48][CH:47]=[CH:46][CH:45]=3)[CH:3]=2)[C:8](=[O:12])[NH:7][N:6]=1. The catalyst class is: 686. (6) Reactant: C(NC(C)C)(C)C.C([Li])CCC.[CH2:13]([O:15][C:16]([CH:18]1[CH2:23][CH2:22][CH2:21][N:20]([C:24]([O:26][C:27]([CH3:30])([CH3:29])[CH3:28])=[O:25])[CH2:19]1)=[O:17])[CH3:14].[N+:31](/[CH:34]=[CH:35]/[C:36]1[CH:41]=[CH:40][CH:39]=[CH:38][CH:37]=1)([O-:33])=[O:32]. Product: [N+:31]([CH2:34][CH:35]([C:18]1([C:16]([O:15][CH2:13][CH3:14])=[O:17])[CH2:23][CH2:22][CH2:21][N:20]([C:24]([O:26][C:27]([CH3:29])([CH3:28])[CH3:30])=[O:25])[CH2:19]1)[C:36]1[CH:41]=[CH:40][CH:39]=[CH:38][CH:37]=1)([O-:33])=[O:32]. The catalyst class is: 1.